Dataset: Reaction yield outcomes from USPTO patents with 853,638 reactions. Task: Predict the reaction yield, written as a fraction of the theoretical maximum amount of product (1.0 means a 100% yield; for example, 0.34 means a 34% yield). (1) The product is [F:60][C:2]1([F:1])[CH2:3][CH2:4][CH:5]([C:8]2[C:17]3[CH:16]([OH:18])[CH2:15][C:14]([CH3:28])([CH3:29])[CH2:13][C:12]=3[N:11]=[C:10]([CH:30]3[CH2:31][CH2:32][N:33]([C:36]4[N:41]=[CH:40][C:39]([CH2:42][O:43][CH2:44][CH:45]([CH3:46])[CH3:47])=[CH:38][N:37]=4)[CH2:34][CH2:35]3)[C:9]=2[CH:48]([F:59])[C:49]2[CH:50]=[CH:51][C:52]([C:55]([F:56])([F:58])[F:57])=[CH:53][CH:54]=2)[CH2:6][CH2:7]1. No catalyst specified. The yield is 0.690. The reactants are [F:1][C:2]1([F:60])[CH2:7][CH2:6][CH:5]([C:8]2[C:17]3[CH:16]([O:18]CC4C=CC(OC)=CC=4)[CH2:15][C:14]([CH3:29])([CH3:28])[CH2:13][C:12]=3[N:11]=[C:10]([CH:30]3[CH2:35][CH2:34][N:33]([C:36]4[N:41]=[CH:40][C:39]([CH2:42][O:43][CH2:44][CH:45]([CH3:47])[CH3:46])=[CH:38][N:37]=4)[CH2:32][CH2:31]3)[C:9]=2[CH:48]([F:59])[C:49]2[CH:54]=[CH:53][C:52]([C:55]([F:58])([F:57])[F:56])=[CH:51][CH:50]=2)[CH2:4][CH2:3]1.FC1(F)CCC(C2C3C(OCC4C=CC(OC)=CC=4)CC(C)(C)CC=3N=C(C3CCN(C4N=CC(COCC)=CN=4)CC3)C=2C(F)C2C=CC(C(F)(F)F)=CC=2)CC1. (2) The reactants are N[C:2]1[CH:7]=[CH:6][C:5]([N:8]([C:13]2[C:32]([CH:33]3[CH2:35][CH2:34]3)=[CH:31][C:16]3[C:17]([C:27]([NH:29][CH3:30])=[O:28])=[C:18]([C:20]4[CH:25]=[CH:24][C:23]([F:26])=[CH:22][CH:21]=4)[O:19][C:15]=3[CH:14]=2)[S:9]([CH3:12])(=[O:11])=[O:10])=[C:4]([F:36])[CH:3]=1.[BrH:37].N([O-])=O.[Na+]. The catalyst is C(#N)C.O. The product is [Br:37][C:2]1[CH:7]=[CH:6][C:5]([N:8]([C:13]2[C:32]([CH:33]3[CH2:35][CH2:34]3)=[CH:31][C:16]3[C:17]([C:27]([NH:29][CH3:30])=[O:28])=[C:18]([C:20]4[CH:25]=[CH:24][C:23]([F:26])=[CH:22][CH:21]=4)[O:19][C:15]=3[CH:14]=2)[S:9]([CH3:12])(=[O:11])=[O:10])=[C:4]([F:36])[CH:3]=1. The yield is 0.600.